Dataset: Forward reaction prediction with 1.9M reactions from USPTO patents (1976-2016). Task: Predict the product of the given reaction. (1) Given the reactants C[C:2]1[C:7]([C:8](O)=[O:9])=[C:6]([NH2:11])[C:5]([F:12])=[C:4]([Br:13])[C:3]=1[Cl:14].[NH2:15][C:16](N)=[O:17], predict the reaction product. The product is: [Br:13][C:4]1[C:5]([F:12])=[C:6]2[C:7]([C:8](=[O:9])[NH:15][C:16](=[O:17])[NH:11]2)=[CH:2][C:3]=1[Cl:14]. (2) Given the reactants C(=O)([O-])[O-].[K+].[K+].[C:7]([O:11][C:12](=[O:25])[NH:13][C@@H:14]([CH2:17][C:18]1[CH:23]=[CH:22][CH:21]=[C:20](Br)[CH:19]=1)[CH2:15][OH:16])([CH3:10])([CH3:9])[CH3:8].[CH3:26][N:27]1[CH:31]=[C:30](B2OC(C)(C)C(C)(C)O2)[CH:29]=[N:28]1.O1CCOCC1.C(=O)([O-])[O-].[Na+].[Na+], predict the reaction product. The product is: [OH:16][CH2:15][C@@H:14]([NH:13][C:12](=[O:25])[O:11][C:7]([CH3:10])([CH3:9])[CH3:8])[CH2:17][C:18]1[CH:23]=[CH:22][CH:21]=[C:20]([C:30]2[CH:29]=[N:28][N:27]([CH3:26])[CH:31]=2)[CH:19]=1. (3) Given the reactants [Br:1][C:2]1[C:3]([F:13])=[C:4]([OH:12])[C:5]([C:8]([CH3:11])([CH3:10])[CH3:9])=[CH:6][CH:7]=1.Cl[C:15]1[N:20]=[CH:19][CH:18]=[CH:17][N:16]=1.C(=O)([O-])[O-].[Cs+].[Cs+], predict the reaction product. The product is: [Br:1][C:2]1[C:3]([F:13])=[C:4]([C:5]([C:8]([CH3:10])([CH3:9])[CH3:11])=[CH:6][CH:7]=1)[O:12][C:15]1[N:20]=[CH:19][CH:18]=[CH:17][N:16]=1. (4) Given the reactants [F:1][C:2]1[CH:7]=[CH:6][C:5]([C:8]2[N:9]=[C:10]3[N:14]([CH:15]=2)[C:13]([CH3:16])=[C:12]([C:17]([OH:19])=O)[S:11]3)=[CH:4][CH:3]=1.[Cl-].[NH4+].[B-](F)(F)(F)F.CCOC(C(C#N)=[N:33]OC(N(C)C)=[N+](C)C)=O.C(N(CC)CC)C, predict the reaction product. The product is: [F:1][C:2]1[CH:7]=[CH:6][C:5]([C:8]2[N:9]=[C:10]3[N:14]([CH:15]=2)[C:13]([CH3:16])=[C:12]([C:17]([NH2:33])=[O:19])[S:11]3)=[CH:4][CH:3]=1. (5) Given the reactants [CH3:1][O:2][C:3]([C:5]1[S:12][C:11]2[CH:10]=[C:9]([C:13]3[CH:14]=[C:15]4[C:20](=[CH:21][CH:22]=3)[N:19]=[C:18]([C:23]3[S:27][C:26]([CH3:28])=[N:25][C:24]=3[CH3:29])[CH:17]=[CH:16]4)[NH:8][C:7]=2[CH:6]=1)=[O:4].[C:30]1(=O)[CH2:35][CH2:34][CH2:33][CH2:32][CH2:31]1.C(OC(=O)C)(=O)C.OP(O)(O)=O, predict the reaction product. The product is: [CH3:1][O:2][C:3]([C:5]1[S:12][C:11]2[C:10]([C:30]3[CH2:35][CH2:34][CH2:33][CH2:32][CH:31]=3)=[C:9]([C:13]3[CH:14]=[C:15]4[C:20](=[CH:21][CH:22]=3)[N:19]=[C:18]([C:23]3[S:27][C:26]([CH3:28])=[N:25][C:24]=3[CH3:29])[CH:17]=[CH:16]4)[NH:8][C:7]=2[CH:6]=1)=[O:4].